This data is from Forward reaction prediction with 1.9M reactions from USPTO patents (1976-2016). The task is: Predict the product of the given reaction. (1) Given the reactants [CH:1]1([C:5](=[O:8])[CH2:6][CH3:7])[CH2:4][CH2:3][CH2:2]1.[Br:9]Br, predict the reaction product. The product is: [Br:9][CH:6]([CH3:7])[C:5]([CH:1]1[CH2:4][CH2:3][CH2:2]1)=[O:8]. (2) Given the reactants [NH2:1][C:2]1[CH:7]=[CH:6][C:5]([OH:8])=[C:4]([Cl:9])[C:3]=1[F:10].CC([O-])(C)C.[K+].[Cl:17][C:18]1[CH:23]=[C:22](Cl)[CH:21]=[CH:20][N:19]=1, predict the reaction product. The product is: [Cl:9][C:4]1[C:3]([F:10])=[C:2]([CH:7]=[CH:6][C:5]=1[O:8][C:22]1[CH:21]=[CH:20][N:19]=[C:18]([Cl:17])[CH:23]=1)[NH2:1]. (3) Given the reactants [NH2:1][C:2]1[C:3]([F:11])=[C:4]([CH:8]=[CH:9][CH:10]=1)[C:5]([OH:7])=[O:6].N1C=CC=CC=1.[F:18][C:19]([F:31])([F:30])[C:20]1[CH:25]=[CH:24][C:23]([S:26](Cl)(=[O:28])=[O:27])=[CH:22][CH:21]=1.O, predict the reaction product. The product is: [F:11][C:3]1[C:2]([NH:1][S:26]([C:23]2[CH:22]=[CH:21][C:20]([C:19]([F:18])([F:30])[F:31])=[CH:25][CH:24]=2)(=[O:28])=[O:27])=[CH:10][CH:9]=[CH:8][C:4]=1[C:5]([OH:7])=[O:6]. (4) Given the reactants [CH2:1]([N:3]1[C:7]2=[N:8][C:9]([CH2:33][CH3:34])=[C:10]([CH2:19][NH:20][C:21](=[O:32])[C:22]3[CH:27]=[CH:26][CH:25]=[C:24](CC(=O)C)[CH:23]=3)[C:11]([NH:12][CH:13]3[CH2:18][CH2:17][O:16][CH2:15][CH2:14]3)=[C:6]2[CH:5]=[N:4]1)[CH3:2].[CH:35](C1C=C(C=CC=1)C(O)=O)=[O:36], predict the reaction product. The product is: [CH2:1]([N:3]1[C:7]2=[N:8][C:9]([CH2:33][CH3:34])=[C:10]([CH2:19][NH:20][C:21](=[O:32])[C:22]3[CH:27]=[CH:26][CH:25]=[C:24]([CH:35]=[O:36])[CH:23]=3)[C:11]([NH:12][CH:13]3[CH2:14][CH2:15][O:16][CH2:17][CH2:18]3)=[C:6]2[CH:5]=[N:4]1)[CH3:2]. (5) Given the reactants [C:1]1([C:15]2[CH:20]=[CH:19][CH:18]=[CH:17][CH:16]=2)[CH:6]=[CH:5][C:4]([C:7]2[N:8]=[C:9]([CH2:12][CH2:13][NH2:14])[NH:10][CH:11]=2)=[CH:3][CH:2]=1.[S:21](Cl)([OH:24])(=O)=[O:22].[CH3:26][CH2:27][CH2:28][CH3:29].C(=O)([O-])[O-].[K+].[K+], predict the reaction product. The product is: [C:1]1([C:15]2[CH:16]=[CH:17][CH:18]=[CH:19][CH:20]=2)[CH:6]=[CH:5][C:4]([C:7]2[N:8]=[C:9]([CH2:12][CH2:13][NH:14][S:21]([CH2:26][CH2:27][CH2:28][CH3:29])(=[O:24])=[O:22])[NH:10][CH:11]=2)=[CH:3][CH:2]=1. (6) Given the reactants Cl[C:2]1[N:6]([C:7]2[CH:12]=[CH:11][CH:10]=[CH:9][CH:8]=2)[N:5]=[N:4][N:3]=1.[NH:13]1[CH2:18][CH2:17][NH:16][CH2:15][CH2:14]1, predict the reaction product. The product is: [C:7]1([N:6]2[C:2]([N:13]3[CH2:18][CH2:17][NH:16][CH2:15][CH2:14]3)=[N:3][N:4]=[N:5]2)[CH:12]=[CH:11][CH:10]=[CH:9][CH:8]=1. (7) Given the reactants [Br:1][C:2]1[CH:3]=[C:4]2[C:8](=[C:9]([C:11]([NH2:13])=[O:12])[CH:10]=1)[NH:7][CH:6]=[CH:5]2.[I:14]N1C(=O)CCC1=O, predict the reaction product. The product is: [Br:1][C:2]1[CH:3]=[C:4]2[C:8](=[C:9]([C:11]([NH2:13])=[O:12])[CH:10]=1)[NH:7][CH:6]=[C:5]2[I:14].